Dataset: Peptide-MHC class II binding affinity with 134,281 pairs from IEDB. Task: Regression. Given a peptide amino acid sequence and an MHC pseudo amino acid sequence, predict their binding affinity value. This is MHC class II binding data. The peptide sequence is IRGTSATAAAIQLKC. The MHC is HLA-DQA10301-DQB10302 with pseudo-sequence HLA-DQA10301-DQB10302. The binding affinity (normalized) is 0.614.